From a dataset of Forward reaction prediction with 1.9M reactions from USPTO patents (1976-2016). Predict the product of the given reaction. (1) Given the reactants [CH3:1][O:2][C:3]1[CH:4]=[CH:5][C:6]([CH2:9][C:10]([OH:12])=O)=[N:7][CH:8]=1.C(N1C=CN=C1)(N1C=CN=C1)=O.C(N(CC)CC)C.Cl.Cl.[CH3:34][C:35]1[N:40]=[CH:39][N:38]=[C:37]([C:41]2[CH:42]=[C:43]3[C:47](=[CH:48][CH:49]=2)[CH:46]([N:50]2[CH2:53][C:52]4([CH2:58][CH2:57][NH:56][CH2:55][CH2:54]4)[CH2:51]2)[CH2:45][CH2:44]3)[CH:36]=1.[OH-].[Na+], predict the reaction product. The product is: [CH3:1][O:2][C:3]1[CH:4]=[CH:5][C:6]([CH2:9][C:10]([N:56]2[CH2:57][CH2:58][C:52]3([CH2:51][N:50]([C@H:46]4[C:47]5[C:43](=[CH:42][C:41]([C:37]6[CH:36]=[C:35]([CH3:34])[N:40]=[CH:39][N:38]=6)=[CH:49][CH:48]=5)[CH2:44][CH2:45]4)[CH2:53]3)[CH2:54][CH2:55]2)=[O:12])=[N:7][CH:8]=1. (2) Given the reactants C(O[C:4](=[O:35])[CH2:5][N:6]1[CH2:11][CH2:10][N:9]([C:12]2[CH:21]=[CH:20][C:19]([O:22][CH3:23])=[C:18]3[C:13]=2[CH:14]=[CH:15][C:16]([C:24]([F:27])([F:26])[F:25])=[N:17]3)[CH2:8][C@@H:7]1[CH2:28][C:29]1[CH:34]=[CH:33][CH:32]=[CH:31][CH:30]=1)C.[CH2:36]([NH2:38])[CH3:37], predict the reaction product. The product is: [CH2:28]([C@H:7]1[CH2:8][N:9]([C:12]2[CH:21]=[CH:20][C:19]([O:22][CH3:23])=[C:18]3[C:13]=2[CH:14]=[CH:15][C:16]([C:24]([F:26])([F:25])[F:27])=[N:17]3)[CH2:10][CH2:11][N:6]1[CH2:5][C:4]([NH:38][CH2:36][CH3:37])=[O:35])[C:29]1[CH:30]=[CH:31][CH:32]=[CH:33][CH:34]=1. (3) Given the reactants [C:1](=O)([O-])[O-].[Cs+].[Cs+].CI.[Br:9][C:10]1[N:11]=[C:12]([C:19]([C:21]2[CH:22]=[C:23]3[C:28](=[CH:29][CH:30]=2)[NH:27][C:26](=[O:31])[N:25]([CH2:32][C:33]2[CH:38]=[CH:37][C:36]([F:39])=[CH:35][CH:34]=2)[C:24]3=[O:40])=[O:20])[N:13]2[CH:18]=[CH:17][CH:16]=[CH:15][C:14]=12, predict the reaction product. The product is: [Br:9][C:10]1[N:11]=[C:12]([C:19]([C:21]2[CH:22]=[C:23]3[C:28](=[CH:29][CH:30]=2)[N:27]([CH3:1])[C:26](=[O:31])[N:25]([CH2:32][C:33]2[CH:34]=[CH:35][C:36]([F:39])=[CH:37][CH:38]=2)[C:24]3=[O:40])=[O:20])[N:13]2[CH:18]=[CH:17][CH:16]=[CH:15][C:14]=12. (4) Given the reactants [N+:1]([C:4]1[CH:13]=[CH:12][CH:11]=[C:10]2[C:5]=1[CH:6]=[CH:7][C:8](Cl)=[N:9]2)([O-])=O.[NH2:15][C:16]1[C:24]2[O:23][C:22]([CH3:26])([CH3:25])[CH2:21][C:20]=2[CH:19]=[CH:18][CH:17]=1, predict the reaction product. The product is: [CH3:25][C:22]1([CH3:26])[CH2:21][C:20]2[CH:19]=[CH:18][CH:17]=[C:16]([NH:15][C:8]3[CH:7]=[CH:6][C:5]4[C:4]([NH2:1])=[CH:13][CH:12]=[CH:11][C:10]=4[N:9]=3)[C:24]=2[O:23]1. (5) Given the reactants Cl[C:2]([O:4][C:5]1[CH:10]=[CH:9][CH:8]=[CH:7][CH:6]=1)=[O:3].[NH2:11][C:12]1[CH:19]=[C:18]([O:20][CH2:21][C:22]2[S:23][CH:24]=[CH:25][CH:26]=2)[C:15]([C:16]#[N:17])=[CH:14][N:13]=1.N1C=CC=CC=1, predict the reaction product. The product is: [C:16]([C:15]1[C:18]([O:20][CH2:21][C:22]2[S:23][CH:24]=[CH:25][CH:26]=2)=[CH:19][C:12]([NH:11][C:2](=[O:3])[O:4][C:5]2[CH:10]=[CH:9][CH:8]=[CH:7][CH:6]=2)=[N:13][CH:14]=1)#[N:17]. (6) Given the reactants [F:1][C:2]1[CH:7]=[CH:6][CH:5]=[C:4]([F:8])[C:3]=1[C:9]1[NH:10][C:11]2[C:16]([CH:17]=1)=[CH:15][C:14]([NH:18][C:19]1[CH:24]=[CH:23][C:22]([O:25][CH3:26])=[CH:21][C:20]=1[N+:27]([O-])=O)=[CH:13][CH:12]=2, predict the reaction product. The product is: [F:1][C:2]1[CH:7]=[CH:6][CH:5]=[C:4]([F:8])[C:3]=1[C:9]1[NH:10][C:11]2[C:16]([CH:17]=1)=[CH:15][C:14]([NH:18][C:19]1[C:20]([NH2:27])=[CH:21][C:22]([O:25][CH3:26])=[CH:23][CH:24]=1)=[CH:13][CH:12]=2. (7) Given the reactants [Cl:1][C:2]1[CH:3]=[C:4]([C:10](=O)[CH2:11][C:12]([C:14]2[CH:15]=[N:16][CH:17]=[CH:18][CH:19]=2)=O)[CH:5]=[CH:6][C:7]=1[O:8][CH3:9].C(=O)(O)O.[NH2:25][C:26]([NH2:28])=[NH:27], predict the reaction product. The product is: [Cl:1][C:2]1[CH:3]=[C:4]([C:10]2[CH:11]=[C:12]([C:14]3[CH:15]=[N:16][CH:17]=[CH:18][CH:19]=3)[N:27]=[C:26]([NH2:28])[N:25]=2)[CH:5]=[CH:6][C:7]=1[O:8][CH3:9]. (8) Given the reactants Cl[C:2]1[C:3]([CH:5]=[C:6]([NH:10][C:11]2[C:20]3[C:15](=[CH:16][C:17]([O:23][CH2:24][CH2:25][O:26][CH3:27])=[C:18]([O:21][CH3:22])[CH:19]=3)[N:14]=[CH:13][N:12]=2)[C:7](=[O:9])[CH:8]=1)=[O:4].[CH3:28][NH:29][C:30]1[CH:35]=[CH:34][C:33]([O:36][CH3:37])=[C:32]([O:38][CH3:39])[CH:31]=1, predict the reaction product. The product is: [CH3:39][O:38][C:32]1[CH:31]=[C:30]([N:29]([CH3:28])[C:2]2[C:3]([CH:5]=[C:6]([NH:10][C:11]3[C:20]4[C:15](=[CH:16][C:17]([O:23][CH2:24][CH2:25][O:26][CH3:27])=[C:18]([O:21][CH3:22])[CH:19]=4)[N:14]=[CH:13][N:12]=3)[C:7](=[O:9])[CH:8]=2)=[O:4])[CH:35]=[CH:34][C:33]=1[O:36][CH3:37]. (9) Given the reactants [CH:1]1([C:4]2[NH:8][C:7]3[CH:9]=[C:10]([C:14]4[C:15]([CH3:20])=[N:16][O:17][C:18]=4[CH3:19])[CH:11]=[C:12](I)[C:6]=3[N:5]=2)[CH2:3][CH2:2]1.[B:21]1([B:21]2[O:25][C:24]([CH3:27])([CH3:26])[C:23]([CH3:29])([CH3:28])[O:22]2)[O:25][C:24]([CH3:27])([CH3:26])[C:23]([CH3:29])([CH3:28])[O:22]1.C([O-])(=O)C.[K+], predict the reaction product. The product is: [CH:1]1([C:4]2[NH:5][C:6]3[C:12]([B:21]4[O:25][C:24]([CH3:27])([CH3:26])[C:23]([CH3:29])([CH3:28])[O:22]4)=[CH:11][C:10]([C:14]4[C:15]([CH3:20])=[N:16][O:17][C:18]=4[CH3:19])=[CH:9][C:7]=3[N:8]=2)[CH2:3][CH2:2]1.